This data is from Catalyst prediction with 721,799 reactions and 888 catalyst types from USPTO. The task is: Predict which catalyst facilitates the given reaction. (1) Reactant: [OH-].[Na+].[F:3][C:4]1[CH:12]=[CH:11][C:10]([C:13]2[N:17]=[C:16]([C:18]3[CH:19]=[N:20][C:21]([O:26][CH:27]([CH3:29])[CH3:28])=[C:22]([O:24][CH3:25])[CH:23]=3)[O:15][N:14]=2)=[C:9]2[C:5]=1[C:6]([CH2:30][CH2:31][C:32]([O:34]CC)=[O:33])=[CH:7][NH:8]2.Cl. Product: [F:3][C:4]1[CH:12]=[CH:11][C:10]([C:13]2[N:17]=[C:16]([C:18]3[CH:19]=[N:20][C:21]([O:26][CH:27]([CH3:29])[CH3:28])=[C:22]([O:24][CH3:25])[CH:23]=3)[O:15][N:14]=2)=[C:9]2[C:5]=1[C:6]([CH2:30][CH2:31][C:32]([OH:34])=[O:33])=[CH:7][NH:8]2. The catalyst class is: 20. (2) Reactant: C(OC(=O)[NH:7][C:8]1[CH:13]=[CH:12][C:11]([C:14]#[C:15][C:16]2[CH:21]=[CH:20][CH:19]=[CH:18][CH:17]=2)=[CH:10][C:9]=1[NH:22][C:23](=[O:35])[CH2:24][C:25]([C:27]1[CH:32]=[CH:31][CH:30]=[C:29]([C:33]#[N:34])[CH:28]=1)=O)(C)(C)C.C(O)(C(F)(F)F)=O. Product: [O:35]=[C:23]1[CH2:24][C:25]([C:27]2[CH:28]=[C:29]([CH:30]=[CH:31][CH:32]=2)[C:33]#[N:34])=[N:7][C:8]2[CH:13]=[CH:12][C:11]([C:14]#[C:15][C:16]3[CH:21]=[CH:20][CH:19]=[CH:18][CH:17]=3)=[CH:10][C:9]=2[NH:22]1. The catalyst class is: 2. (3) The catalyst class is: 6. Product: [Cl:1][C:2]1[CH:3]=[CH:4][C:5]2[N:11]([CH2:12][C:13]([CH3:16])([CH3:17])[CH2:14][OH:15])[C:10](=[O:18])[C@@H:9]([CH2:19][C:20]([NH:22][CH2:23][CH2:24][CH2:25][CH2:26][C:27]([OH:29])=[O:28])=[O:21])[O:8][C@H:7]([C:31]3[CH:36]=[CH:35][CH:34]=[C:33]([O:37][CH3:38])[C:32]=3[O:39][CH3:40])[C:6]=2[CH:41]=1. Reactant: [Cl:1][C:2]1[CH:3]=[CH:4][C:5]2[N:11]([CH2:12][C:13]([CH3:17])([CH3:16])[CH2:14][OH:15])[C:10](=[O:18])[C@@H:9]([CH2:19][C:20]([NH:22][CH2:23][CH2:24][CH2:25][CH2:26][C:27]([O:29]C)=[O:28])=[O:21])[O:8][C@H:7]([C:31]3[CH:36]=[CH:35][CH:34]=[C:33]([O:37][CH3:38])[C:32]=3[O:39][CH3:40])[C:6]=2[CH:41]=1.[OH-].[Na+].C(O)C. (4) Reactant: C[O:2][C:3]1[CH:26]=[CH:25][C:6]([CH2:7][CH2:8][C:9]2[CH:10]=[N:11][C:12]3[C:17]([CH:18]=2)=[C:16]2[CH:19]=[CH:20][C:21]([CH3:23])=[CH:22][C:15]2=[N:14][C:13]=3[NH2:24])=[C:5]([CH3:27])[CH:4]=1.B(Br)(Br)Br. Product: [NH2:24][C:13]1[C:12]2[N:11]=[CH:10][C:9]([CH2:8][CH2:7][C:6]3[CH:25]=[CH:26][C:3]([OH:2])=[CH:4][C:5]=3[CH3:27])=[CH:18][C:17]=2[C:16]2[CH:19]=[CH:20][C:21]([CH3:23])=[CH:22][C:15]=2[N:14]=1. The catalyst class is: 2. (5) Reactant: Br[C:2]1[CH:7]=[CH:6][CH:5]=[CH:4][C:3]=1OCCC.[Cl-].[Al+3].[Cl-].[Cl-].[C:16](Cl)(=[O:23])[C:17]1[CH:22]=[CH:21][CH:20]=[CH:19][CH:18]=1. Product: [C:16]([C:2]1[CH:3]=[CH:4][CH:5]=[CH:6][CH:7]=1)(=[O:23])[C:17]1[CH:22]=[CH:21][CH:20]=[CH:19][CH:18]=1. The catalyst class is: 4. (6) Reactant: [CH3:1][O:2][C:3]1[CH:30]=[CH:29][C:28]([C:31]2[CH:36]=[CH:35][N:34]=[CH:33][CH:32]=2)=[CH:27][C:4]=1[CH2:5][O:6][CH2:7][C:8]1([C:21]2[CH:26]=[CH:25][CH:24]=[CH:23][CH:22]=2)[CH2:13][CH2:12][N:11](C(OC(C)(C)C)=O)[CH2:10][CH2:9]1.FC(F)(F)C(O)=O.CN(C)C. Product: [CH3:1][O:2][C:3]1[CH:30]=[CH:29][C:28]([C:31]2[CH:36]=[CH:35][N:34]=[CH:33][CH:32]=2)=[CH:27][C:4]=1[CH2:5][O:6][CH2:7][C:8]1([C:21]2[CH:26]=[CH:25][CH:24]=[CH:23][CH:22]=2)[CH2:9][CH2:10][NH:11][CH2:12][CH2:13]1. The catalyst class is: 55. (7) Reactant: C([O:8][C:9]1[CH:10]=[C:11]2[C:15](=[CH:16][CH:17]=1)[N:14]([S:18]([C:21]1[CH:26]=[CH:25][CH:24]=[CH:23][CH:22]=1)(=[O:20])=[O:19])[CH:13]=[CH:12]2)C1C=CC=CC=1.C([O-])=O.[NH4+]. Product: [C:21]1([S:18]([N:14]2[C:15]3[C:11](=[CH:10][C:9]([OH:8])=[CH:17][CH:16]=3)[CH:12]=[CH:13]2)(=[O:19])=[O:20])[CH:22]=[CH:23][CH:24]=[CH:25][CH:26]=1. The catalyst class is: 358. (8) Reactant: [F:1][C:2]1[CH:3]=[C:4]2[C:8](=[CH:9][CH:10]=1)[NH:7][C:6](=[O:11])[CH2:5]2.[Li+].C[Si]([N-][Si](C)(C)C)(C)C.C1COCC1.[O:27]=[S:28]1(=[O:47])[CH2:33][CH2:32][N:31]([CH2:34][CH2:35][CH2:36][C:37]2[CH:38]=[C:39]3[C:43](=[CH:44][CH:45]=2)[C:42](=O)[O:41][CH2:40]3)[CH2:30][CH2:29]1.[ClH:48]. Product: [O:47]=[S:28]1(=[O:27])[CH2:29][CH2:30][N:31]([CH2:34][CH2:35][CH2:36][C:37]2[CH:38]=[C:39]3[C:43](=[CH:44][CH:45]=2)[C:42](=[C:5]2[C:4]4[C:8](=[CH:9][CH:10]=[C:2]([F:1])[CH:3]=4)[NH:7][C:6]2=[O:11])[O:41][CH2:40]3)[CH2:32][CH2:33]1.[ClH:48]. The catalyst class is: 20.